This data is from Rat liver microsome stability data. The task is: Regression/Classification. Given a drug SMILES string, predict its absorption, distribution, metabolism, or excretion properties. Task type varies by dataset: regression for continuous measurements (e.g., permeability, clearance, half-life) or binary classification for categorical outcomes (e.g., BBB penetration, CYP inhibition). Dataset: rlm. (1) The compound is COc1cccc(CNc2ccc(S(=O)(=O)Nc3nc4ccccc4[nH]3)cc2)c1O. The result is 0 (unstable in rat liver microsomes). (2) The molecule is CN(C)CCn1cnc2c(c(Nc3ccc(I)cc3F)cc(=O)n2C)c1=O. The result is 1 (stable in rat liver microsomes).